This data is from Reaction yield outcomes from USPTO patents with 853,638 reactions. The task is: Predict the reaction yield, written as a fraction of the theoretical maximum amount of product (1.0 means a 100% yield; for example, 0.34 means a 34% yield). (1) The reactants are [OH:1][C:2]1[C:9]([O:10][C:11]([F:14])([F:13])[F:12])=[CH:8][CH:7]=[CH:6][C:3]=1[CH:4]=[O:5].C([O-])([O-])=O.[K+].[K+].Br[CH2:22][CH2:23][CH3:24]. The catalyst is CN(C=O)C. The product is [CH2:22]([O:1][C:2]1[C:9]([O:10][C:11]([F:12])([F:13])[F:14])=[CH:8][CH:7]=[CH:6][C:3]=1[CH:4]=[O:5])[CH2:23][CH3:24]. The yield is 0.960. (2) The yield is 0.910. The product is [C:8]([C:7]1[CH:10]=[CH:11][C:4]([C:1](=[O:3])[CH:2]=[CH:15][C:16]2[CH:21]=[CH:20][CH:19]=[CH:18][CH:17]=2)=[CH:5][CH:6]=1)#[N:9]. The reactants are [C:1]([C:4]1[CH:11]=[CH:10][C:7]([C:8]#[N:9])=[CH:6][CH:5]=1)(=[O:3])[CH3:2].[OH-].[Na+].O.[CH:15](=O)[C:16]1[CH:21]=[CH:20][CH:19]=[CH:18][CH:17]=1. The catalyst is C(O)C. (3) The reactants are Cl[C:2]1[CH:3]=[CH:4][C:5]2[O:14][CH2:13][CH2:12][C:11]3[CH:10]=[C:9]([C:15]4[N:16]([C:20]5[CH:25]=[CH:24][C:23]([F:26])=[CH:22][C:21]=5[F:27])[N:17]=[CH:18][N:19]=4)[S:8][C:7]=3[C:6]=2[N:28]=1.[N:29]1([C:35]([O:37][C:38]([CH3:41])([CH3:40])[CH3:39])=[O:36])[CH2:34][CH2:33][NH:32][CH2:31][CH2:30]1. The catalyst is O1CCOCC1. The product is [C:38]([O:37][C:35]([N:29]1[CH2:34][CH2:33][N:32]([C:2]2[CH:3]=[CH:4][C:5]3[O:14][CH2:13][CH2:12][C:11]4[CH:10]=[C:9]([C:15]5[N:16]([C:20]6[CH:25]=[CH:24][C:23]([F:26])=[CH:22][C:21]=6[F:27])[N:17]=[CH:18][N:19]=5)[S:8][C:7]=4[C:6]=3[N:28]=2)[CH2:31][CH2:30]1)=[O:36])([CH3:41])([CH3:39])[CH3:40]. The yield is 0.540. (4) The reactants are [CH3:1][C:2]([Si:5]([CH3:23])([CH3:22])[O:6][CH:7]1[CH2:21][CH2:20][C:10]2([CH2:14][NH:13][CH:12]([C:15]([O:17][CH2:18][CH3:19])=[O:16])[CH2:11]2)[CH2:9][CH2:8]1)([CH3:4])[CH3:3].C(N(CC)CC)C.[CH:31]1[CH:36]=[CH:35][C:34]([CH2:37][O:38][C:39](Cl)=[O:40])=[CH:33][CH:32]=1. The catalyst is C(Cl)Cl. The product is [CH3:1][C:2]([Si:5]([CH3:23])([CH3:22])[O:6][CH:7]1[CH2:21][CH2:20][C:10]2([CH2:14][N:13]([C:39]([O:38][CH2:37][C:34]3[CH:35]=[CH:36][CH:31]=[CH:32][CH:33]=3)=[O:40])[CH:12]([C:15]([O:17][CH2:18][CH3:19])=[O:16])[CH2:11]2)[CH2:9][CH2:8]1)([CH3:3])[CH3:4]. The yield is 0.390.